From a dataset of Forward reaction prediction with 1.9M reactions from USPTO patents (1976-2016). Predict the product of the given reaction. (1) Given the reactants [C:1]([C:5]1[CH:10]=[C:9]([C:11]([F:14])([F:13])[F:12])[C:8]([N+:15]([O-])=O)=[CH:7][C:6]=1[O:18]CC1C=CC=CC=1)([CH3:4])([CH3:3])[CH3:2].C([O-])=O.[NH4+], predict the reaction product. The product is: [NH2:15][C:8]1[C:9]([C:11]([F:12])([F:13])[F:14])=[CH:10][C:5]([C:1]([CH3:2])([CH3:3])[CH3:4])=[C:6]([OH:18])[CH:7]=1. (2) Given the reactants C=O.[OH-].[Na+].[CH3:5][O:6]CCOC.[CH3:11][C:12]1[C:17]([CH:18]([C:28]2[C:33]([F:34])=[CH:32][CH:31]=[C:30]([F:35])[C:29]=2[F:36])[S:19]([CH2:22][CH2:23][C:24]([F:27])([F:26])[F:25])(=[O:21])=[O:20])=[CH:16][N:15]=[C:14]([C:37]([NH2:39])=[O:38])[CH:13]=1, predict the reaction product. The product is: [OH:6][CH2:5][NH:39][C:37]([C:14]1[CH:13]=[C:12]([CH3:11])[C:17]([CH:18]([C:28]2[C:33]([F:34])=[CH:32][CH:31]=[C:30]([F:35])[C:29]=2[F:36])[S:19]([CH2:22][CH2:23][C:24]([F:27])([F:25])[F:26])(=[O:20])=[O:21])=[CH:16][N:15]=1)=[O:38]. (3) The product is: [N+:2]([C:5]1[CH:6]=[N:7][N:8]([CH2:10][CH2:11][NH:12][C:20](=[O:22])[CH3:21])[CH:9]=1)([O-:4])=[O:3]. Given the reactants Cl.[N+:2]([C:5]1[CH:6]=[N:7][N:8]([CH2:10][CH2:11][NH2:12])[CH:9]=1)([O-:4])=[O:3].C(N(CC)CC)C.[C:20](Cl)(=[O:22])[CH3:21].O, predict the reaction product. (4) Given the reactants [CH3:1][C@H:2]([C:14]([C:16]1[CH:21]=[CH:20][CH:19]=[CH:18][CH:17]=1)=[CH2:15])[C@H:3]([NH:7][C:8](=[O:13])[C:9]([F:12])([F:11])[F:10])[C:4]([OH:6])=[O:5].[CH3:22][Si](C=[N+]=[N-])(C)C, predict the reaction product. The product is: [CH3:1][C@H:2]([C:14]([C:16]1[CH:17]=[CH:18][CH:19]=[CH:20][CH:21]=1)=[CH2:15])[C@H:3]([NH:7][C:8](=[O:13])[C:9]([F:12])([F:11])[F:10])[C:4]([O:6][CH3:22])=[O:5].